Predict which catalyst facilitates the given reaction. From a dataset of Catalyst prediction with 721,799 reactions and 888 catalyst types from USPTO. (1) Reactant: [N:1]1[CH:6]=[CH:5][CH:4]=[CH:3][C:2]=1[CH:7]=[O:8].CCCC[N+](CCCC)(CCCC)CCCC.[F-].[F:27][C:28]([Si](C)(C)C)([F:30])[F:29]. Product: [F:27][C:28]([F:30])([F:29])[CH2:7][OH:8].[N:1]1[CH:6]=[CH:5][CH:4]=[CH:3][CH:2]=1. The catalyst class is: 569. (2) Reactant: [Cl:1][C:2]1[CH:3]=[C:4]2[C:8](=[CH:9][CH:10]=1)[N:7]([CH2:11][CH:12]1[CH2:14][CH2:13]1)[CH:6]=[C:5]2[C:15]1[O:16][CH:17]=[C:18]([C:20]([O:22]CC)=[O:21])[N:19]=1.[OH-].[Na+]. Product: [Cl:1][C:2]1[CH:3]=[C:4]2[C:8](=[CH:9][CH:10]=1)[N:7]([CH2:11][CH:12]1[CH2:13][CH2:14]1)[CH:6]=[C:5]2[C:15]1[O:16][CH:17]=[C:18]([C:20]([OH:22])=[O:21])[N:19]=1. The catalyst class is: 14. (3) Product: [CH:9]([NH:8][CH:38]([CH3:39])[CH3:34])([CH3:31])[CH3:10].[CH3:1][N:2]([C:7]1[N:12]=[C:11]([C:13]2[CH:14]=[CH:15][C:16]([F:19])=[CH:17][CH:18]=2)[C:10](/[CH:20]=[CH:21]/[C@@H:22]([OH:30])[CH2:23][C@@H:24]([OH:29])[CH2:25][C:26]([OH:28])=[O:27])=[C:9]([CH:31]([CH3:33])[CH3:32])[N:8]=1)[S:3]([CH3:6])(=[O:5])=[O:4]. Reactant: [CH3:1][N:2]([C:7]1[N:12]=[C:11]([C:13]2[CH:18]=[CH:17][C:16]([F:19])=[CH:15][CH:14]=2)[C:10](/[CH:20]=[CH:21]/[C@@H:22]([OH:30])[CH2:23][C@@H:24]([OH:29])[CH2:25][C:26]([OH:28])=[O:27])=[C:9]([CH:31]([CH3:33])[CH3:32])[N:8]=1)[S:3]([CH3:6])(=[O:5])=[O:4].[CH3:34]O[N-]C.[CH2:38](O)[CH3:39].[OH-].[Na+]. The catalyst class is: 6. (4) Reactant: [Cl:1][C:2]1[C:3]([CH2:8][NH2:9])=[N:4][CH:5]=[CH:6][N:7]=1.Cl.[N:11]1([C:19]([O:21][CH2:22][C:23]2[CH:28]=[CH:27][CH:26]=[CH:25][CH:24]=2)=[O:20])[CH2:18][CH2:17][CH2:16][C@H:12]1[C:13](O)=[O:14].C(N(CC)CC)C.CN(C(ON1N=NC2C=CC=NC1=2)=[N+](C)C)C.F[P-](F)(F)(F)(F)F. Product: [Cl:1][C:2]1[C:3]([CH2:8][NH:9][C:13]([C@@H:12]2[CH2:16][CH2:17][CH2:18][N:11]2[C:19]([O:21][CH2:22][C:23]2[CH:28]=[CH:27][CH:26]=[CH:25][CH:24]=2)=[O:20])=[O:14])=[N:4][CH:5]=[CH:6][N:7]=1. The catalyst class is: 4.